This data is from Reaction yield outcomes from USPTO patents with 853,638 reactions. The task is: Predict the reaction yield, written as a fraction of the theoretical maximum amount of product (1.0 means a 100% yield; for example, 0.34 means a 34% yield). (1) The reactants are I[C:2]1[CH:3]=[CH:4][C:5]([CH3:10])=[C:6]([O:8][CH3:9])[CH:7]=1.C(B(CC)[C:14]1[CH:15]=[N:16][CH:17]=[CH:18][CH:19]=1)C.C(=O)([O-])[O-].[Na+].[Na+].C(O)C. The catalyst is O1CCCC1.O.C1C=CC([P]([Pd]([P](C2C=CC=CC=2)(C2C=CC=CC=2)C2C=CC=CC=2)([P](C2C=CC=CC=2)(C2C=CC=CC=2)C2C=CC=CC=2)[P](C2C=CC=CC=2)(C2C=CC=CC=2)C2C=CC=CC=2)(C2C=CC=CC=2)C2C=CC=CC=2)=CC=1. The product is [CH3:10][C:5]1[CH:4]=[CH:3][C:2]([C:14]2[CH:15]=[N:16][CH:17]=[CH:18][CH:19]=2)=[CH:7][C:6]=1[O:8][CH3:9]. The yield is 0.990. (2) The reactants are [F:1][C:2]1[CH:7]=[CH:6][CH:5]=[C:4]([F:8])[C:3]=1[OH:9].F[C:11]1[CH:16]=[CH:15][CH:14]=[CH:13][C:12]=1[N+:17]([O-:19])=[O:18].[F:20][C:21]1[CH:34]=[CH:33][CH:32]=[C:31]([F:35])[C:22]=1[O:23][C:24]1[CH:30]=[CH:29][CH:28]=[CH:27][C:25]=1[NH2:26].[NH2:36][C:37]1[S:38][CH:39]=[CH:40][N:41]=1. No catalyst specified. The product is [F:1][C:2]1[CH:7]=[CH:6][CH:5]=[C:4]([F:8])[C:3]=1[O:9][C:11]1[CH:16]=[CH:15][CH:14]=[CH:13][C:12]=1[N+:17]([O-:19])=[O:18].[F:20][C:21]1[CH:34]=[CH:33][CH:32]=[C:31]([F:35])[C:22]=1[O:23][C:24]1[CH:30]=[CH:29][CH:28]=[CH:27][C:25]=1[NH:26][C:3]([NH:36][C:37]1[S:38][CH:39]=[CH:40][N:41]=1)=[O:9]. The yield is 0.700.